From a dataset of Catalyst prediction with 721,799 reactions and 888 catalyst types from USPTO. Predict which catalyst facilitates the given reaction. (1) Reactant: [NH2:1][C:2]1[C:7]2=[C:8](Br)[CH:9]=[C:10]([C:11]3([OH:24])[CH2:16][CH2:15][CH2:14][N:13]([C:17]([O:19][C:20]([CH3:23])([CH3:22])[CH3:21])=[O:18])[CH2:12]3)[N:6]2[N:5]=[CH:4][N:3]=1.[CH2:26]([N:33]1[CH:41]=[C:40]2[C:35]([CH:36]=[C:37](B3OC(C)(C)C(C)(C)O3)[CH:38]=[CH:39]2)=[N:34]1)[C:27]1[CH:32]=[CH:31][CH:30]=[CH:29][CH:28]=1.C([O-])([O-])=O.[Na+].[Na+].O. Product: [NH2:1][C:2]1[C:7]2=[C:8]([C:37]3[CH:38]=[CH:39][C:40]4[C:35]([CH:36]=3)=[N:34][N:33]([CH2:26][C:27]3[CH:32]=[CH:31][CH:30]=[CH:29][CH:28]=3)[CH:41]=4)[CH:9]=[C:10]([C:11]3([OH:24])[CH2:16][CH2:15][CH2:14][N:13]([C:17]([O:19][C:20]([CH3:23])([CH3:22])[CH3:21])=[O:18])[CH2:12]3)[N:6]2[N:5]=[CH:4][N:3]=1. The catalyst class is: 128. (2) Reactant: O=[C:2]1[CH2:7][CH2:6][CH:5]([C:8]([NH:10][C:11]2[CH:19]=[CH:18][CH:17]=[CH:16][C:12]=2[C:13]([NH2:15])=[O:14])=[O:9])[CH2:4][CH2:3]1.Cl.[C:21]1([C:27]2[CH2:28][CH2:29][NH:30][CH2:31][CH:32]=2)[CH:26]=[CH:25][CH:24]=[CH:23][CH:22]=1.C(O[BH-](OC(=O)C)OC(=O)C)(=O)C.[Na+].C(O)(=O)C. Product: [C:21]1([C:27]2[CH2:32][CH2:31][N:30]([CH:2]3[CH2:7][CH2:6][CH:5]([C:8]([NH:10][C:11]4[CH:19]=[CH:18][CH:17]=[CH:16][C:12]=4[C:13]([NH2:15])=[O:14])=[O:9])[CH2:4][CH2:3]3)[CH2:29][CH:28]=2)[CH:26]=[CH:25][CH:24]=[CH:23][CH:22]=1. The catalyst class is: 7.